Binary Classification. Given a miRNA mature sequence and a target amino acid sequence, predict their likelihood of interaction. From a dataset of Experimentally validated miRNA-target interactions with 360,000+ pairs, plus equal number of negative samples. (1) The miRNA is hsa-miR-6127 with sequence UGAGGGAGUGGGUGGGAGG. The protein sequence of the target gene is MSSSPLSKKRRVSGPDPKPGSNCSPAQSVLSEVPSVPTNGMAKNGSEADIDEGLYSRQLYVLGHEAMKRLQTSSVLVSGLRGLGVEIAKNIILGGVKAVTLHDQGTAQWADLSSQFYLREEDIGKNRAEVSQPRLAELNSYVPVTAYTGPLVEDFLSGFQVVVLTNTPLEDQLRVGEFCHNRGIKLVVADTRGLFGQLFCDFGEEMILTDSNGEQPLSAMVSMVTKDNPGVVTCLDEARHGFESGDFVSFSEVQGMVELNGNQPMEIKVLGPYTFSICDTSNFSDYIRGGIVSQVKVPKK.... Result: 1 (interaction). (2) The protein sequence of the target gene is MCGIFAYMNYRVPRTRKEIFETLIKGLQRLEYRGYDSAGVAIDGNNHEVKERHIQLVKKRGKVKALDEELYKQDSMDLKVEFETHFGIAHTRWATHGVPSAVNSHPQRSDKGNEFVVIHNGIITNYKDLRKFLESKGYEFESETDTETIAKLIKYVFDNRETEDITFSTLVERVIQQLEGAFALVFKSVHYPGEAVATRRGSPLLIGVRSKYKLSTEQIPILYRTCTLENVKNICKTRMKRLDSSACLHAVGDKAVEFFFASDASAIIEHTNRVIFLEDDDIAAVADGKLSIHRVKRSAS.... The miRNA is hsa-miR-367-3p with sequence AAUUGCACUUUAGCAAUGGUGA. Result: 1 (interaction). (3) The miRNA is hsa-miR-4477b with sequence AUUAAGGACAUUUGUGAUUGAU. The protein sequence of the target gene is MADEIDFTTGDAGASSTYPMQCSALRKNGFVVLKGRPCKIVEMSTSKTGKHGHAKVHLVGIDIFTGKKYEDICPSTHNMDVPNIKRNDYQLICIQDGYLSLLTETGEVREDLKLPEGELGKEIEGKYNAGEDVQVSVMCAMSEEYAVAIKPCK. Result: 1 (interaction). (4) The miRNA is mmu-miR-148b-3p with sequence UCAGUGCAUCACAGAACUUUGU. The protein sequence of the target gene is MGPPSLVLCLLSATVFSLLGGSSAFLSHHRLKGRFQRDRRNIRPNIILVLTDDQDVELGSMQVMNKTRRIMEQGGAHFINAFVTTPMCCPSRSSILTGKYVHNHNTYTNNENCSSPSWQAQHESRTFAVYLNSTGYRTAFFGKYLNEYNGSYVPPGWKEWVGLLKNSRFYNYTLCRNGVKEKHGSDYSKDYLTDLITNDSVSFFRTSKKMYPHRPVLMVISHAAPHGPEDSAPQYSRLFPNASQHITPSYNYAPNPDKHWIMRYTGPMKPIHMEFTNMLQRKRLQTLMSVDDSMETIYNM.... Result: 0 (no interaction). (5) The miRNA is mmu-miR-101c with sequence ACAGUACUGUGAUAACUGA. The protein sequence of the target gene is MGIKVQRPRCFFDIAINNQPAGRVVFELFSDVCPKTCENFRCLCTGEKGTGKSTQKPLHYKSCLFHRVVKDFMVQGGDFSEGNGRGGESIYGGFFEDESFAVKHNKEFLLSMANRGKDTNGSQFFITTKPTPHLDGHHVVFGQVISGQEVVREIENQKTDAASKPFAEVRILSCGELIPKSKVKKEEKKRHKSSSSSSSSDSDSSSDSQSSSESSDSESASEEKSRKRKKKHRKNSRKHKKEKKKRKKSKKSPSSESEAENVDAQPQSTVRPEEIPPIPENRFLMRKSPPKADDKERKNR.... Result: 0 (no interaction).